This data is from NCI-60 drug combinations with 297,098 pairs across 59 cell lines. The task is: Regression. Given two drug SMILES strings and cell line genomic features, predict the synergy score measuring deviation from expected non-interaction effect. Drug 1: C1=CN(C=N1)CC(O)(P(=O)(O)O)P(=O)(O)O. Drug 2: CC1C(C(CC(O1)OC2CC(OC(C2O)C)OC3=CC4=CC5=C(C(=O)C(C(C5)C(C(=O)C(C(C)O)O)OC)OC6CC(C(C(O6)C)O)OC7CC(C(C(O7)C)O)OC8CC(C(C(O8)C)O)(C)O)C(=C4C(=C3C)O)O)O)O. Cell line: RPMI-8226. Synergy scores: CSS=42.9, Synergy_ZIP=2.07, Synergy_Bliss=-1.66, Synergy_Loewe=-25.0, Synergy_HSA=-3.93.